Dataset: Forward reaction prediction with 1.9M reactions from USPTO patents (1976-2016). Task: Predict the product of the given reaction. (1) Given the reactants [Cl:1][C:2]1[CH:7]=[CH:6][C:5]([C:8]2[S:9][C:10]([C:14]([NH:16][NH2:17])=[O:15])=[C:11]([CH3:13])[N:12]=2)=[CH:4][CH:3]=1.[OH:18][C:19]1[CH:20]=[C:21]([CH:25]=[CH:26][C:27]=1[O:28][CH3:29])[C:22](Cl)=[O:23], predict the reaction product. The product is: [Cl:1][C:2]1[CH:7]=[CH:6][C:5]([C:8]2[S:9][C:10]([C:14]([NH:16][NH:17][C:22](=[O:23])[C:21]3[CH:25]=[CH:26][C:27]([O:28][CH3:29])=[C:19]([OH:18])[CH:20]=3)=[O:15])=[C:11]([CH3:13])[N:12]=2)=[CH:4][CH:3]=1. (2) Given the reactants [OH:1][CH2:2][CH2:3][C:4]([O:6][CH2:7][C:8]1[CH:13]=[CH:12][CH:11]=[CH:10][CH:9]=1)=[O:5].[CH2:14]1[CH2:19][O:18][CH:17]=[CH:16][CH2:15]1.CC1C=CC(S([O-])(=O)=O)=CC=1.C1C=C[NH+]=CC=1, predict the reaction product. The product is: [O:18]1[CH2:19][CH2:14][CH2:15][CH2:16][CH:17]1[O:1][CH2:2][CH2:3][C:4]([O:6][CH2:7][C:8]1[CH:13]=[CH:12][CH:11]=[CH:10][CH:9]=1)=[O:5]. (3) Given the reactants [OH:1][CH2:2][CH2:3][C:4]1[C:13]2[CH2:12][S:11][N:10]=[C:9]([N:14](C(OC(C)(C)C)=O)C(OC(C)(C)C)=O)[C:8]3=[N:29][N:30]([CH2:32][C:33]4[C:38]([CH3:39])=[C:37]([O:40][CH3:41])[C:36]([CH3:42])=[CH:35][N:34]=4)[N:31]=[C:6]([C:7]=23)[CH:5]=1.FC(F)(F)C(O)=O, predict the reaction product. The product is: [NH2:14][C:9]1[C:8]2[C:7]3[C:6](=[N:31][N:30]([CH2:32][C:33]4[C:38]([CH3:39])=[C:37]([O:40][CH3:41])[C:36]([CH3:42])=[CH:35][N:34]=4)[N:29]=2)[CH:5]=[C:4]([CH2:3][CH2:2][OH:1])[C:13]=3[CH2:12][S:11][N:10]=1. (4) Given the reactants Cl[CH2:2][C:3]1[CH:8]=[CH:7][C:6]([C@H:9](C2C=CC(Cl)=CC=2)[N:10]2[CH2:13][C:12](=[C:14]([C:19]3[CH:24]=[C:23]([F:25])[CH:22]=[C:21]([F:26])[CH:20]=3)[S:15]([CH3:18])(=[O:17])=[O:16])[CH2:11]2)=[CH:5][CH:4]=1.[CH3:34][C:35]1([CH3:41])[CH2:40][CH2:39][CH2:38][NH:37][CH2:36]1.Cl[CH2:43][Cl:44], predict the reaction product. The product is: [Cl:44][C:43]1[CH:7]=[CH:8][CH:3]=[CH:4][C:5]=1[C@:3]1([CH2:2][N:37]2[CH2:38][CH2:39][CH2:40][C:35]([CH3:41])([CH3:34])[CH2:36]2)[CH:4]=[CH:5][C:6]([CH2:9][N:10]2[CH2:13][C:12](=[C:14]([C:19]3[CH:20]=[C:21]([F:26])[CH:22]=[C:23]([F:25])[CH:24]=3)[S:15]([CH3:18])(=[O:17])=[O:16])[CH2:11]2)=[CH:7][CH2:8]1. (5) Given the reactants [CH:1]1([N:6]2[CH2:12][C:11]([F:14])([F:13])[C:10](=[O:15])[N:9]([CH3:16])[C:8]3[CH:17]=[N:18][C:19]([NH:21][C:22]4[CH:30]=[CH:29][C:25]([C:26]([OH:28])=O)=[CH:24][C:23]=4[O:31][CH3:32])=[N:20][C:7]2=3)[CH2:5][CH2:4][CH2:3][CH2:2]1.F[P-](F)(F)(F)(F)F.CN(C(N(C)C)=[N+]1C2C(=NC=CC=2)[N+]([O-])=N1)C.C(N(C(C)C)C(C)C)C.[O:66]1[CH2:71][CH2:70][CH:69]([NH2:72])[CH2:68][CH2:67]1, predict the reaction product. The product is: [CH:1]1([N:6]2[CH2:12][C:11]([F:13])([F:14])[C:10](=[O:15])[N:9]([CH3:16])[C:8]3=[CH:17][NH:18][CH:19]([NH:21][C:22]4[CH:30]=[CH:29][C:25]([C:26]([NH:72][CH:69]5[CH2:70][CH2:71][O:66][CH2:67][CH2:68]5)=[O:28])=[CH:24][C:23]=4[O:31][CH3:32])[N:20]=[C:7]23)[CH2:5][CH2:4][CH2:3][CH2:2]1. (6) The product is: [CH2:1]([O:3][C:4]1[C:27]([O:28][CH3:29])=[CH:26][C:7]2[C:8]([C:17]3[CH:25]=[CH:24][C:20]([C:21]([N:33]([CH:30]([CH3:32])[CH3:31])[CH:34]([CH3:41])[CH2:35][CH2:36][O:37][C:38](=[O:40])[CH2:39][C:7]4[CH:6]=[CH:5][C:4]([O:3][CH3:1])=[C:27]([O:28][CH3:29])[CH:26]=4)=[O:23])=[CH:19][CH:18]=3)=[N:9][C@H:10]3[C@@H:15]([C:6]=2[CH:5]=1)[CH2:14][N:13]([CH3:16])[CH2:12][CH2:11]3)[CH3:2]. Given the reactants [CH2:1]([O:3][C:4]1[C:27]([O:28][CH3:29])=[CH:26][C:7]2[C:8]([C:17]3[CH:25]=[CH:24][C:20]([C:21]([OH:23])=O)=[CH:19][CH:18]=3)=[N:9][C@H:10]3[C@@H:15]([C:6]=2[CH:5]=1)[CH2:14][N:13]([CH3:16])[CH2:12][CH2:11]3)[CH3:2].[CH:30]([NH:33][CH:34]([CH3:41])[CH2:35][CH2:36][O:37][C:38](=[O:40])[CH3:39])([CH3:32])[CH3:31], predict the reaction product. (7) The product is: [S:18]([Li:20])[Li:19].[O:21]([Li:23])[Li:22].[P:4]12([S:6][P:7]3([S:9][P:10]([S:13][P:14]([S:17]3)([S:16]1)=[S:15])(=[S:11])[S:12]2)=[S:8])=[S:5]. Given the reactants [S-2].[Li+].[Li+].[P:4]12([S:16][P:14]3([S:17][P:7]([S:9][P:10]([S:13]3)([S:12]1)=[S:11])(=[S:8])[S:6]2)=[S:15])=[S:5].[S:18]([Li:20])[Li:19].[O:21]([Li:23])[Li:22], predict the reaction product.